Dataset: Catalyst prediction with 721,799 reactions and 888 catalyst types from USPTO. Task: Predict which catalyst facilitates the given reaction. (1) The catalyst class is: 268. Product: [C:23]([C:22]1[C:13]([O:12][CH2:11][C:1]23[CH2:8][CH:7]4[CH2:9][CH:3]([CH2:4][CH:5]([CH2:6]4)[CH2:10]2)[CH2:2]3)=[CH:14][C:15]([F:26])=[C:16]([CH:21]=1)[C:17]([O:19][CH3:20])=[O:18])(=[O:25])[CH3:24]. Reactant: [C:1]12([CH2:11][O:12][C:13]3[C:22]([CH:23]([OH:25])[CH3:24])=[CH:21][C:16]([C:17]([O:19][CH3:20])=[O:18])=[C:15]([F:26])[CH:14]=3)[CH2:10][CH:5]3[CH2:6][CH:7]([CH2:9][CH:3]([CH2:4]3)[CH2:2]1)[CH2:8]2.CC(OI1(OC(C)=O)(OC(C)=O)OC(=O)C2C=CC=CC1=2)=O. (2) Reactant: [Br:1][C:2]1[CH:3]=[CH:4][C:5]([O:32][C:33]2[CH:38]=[CH:37][C:36]([C:39]([O:41]C)=[O:40])=[CH:35][CH:34]=2)=[C:6]([CH:8]2[C:13]3([C:21]4[C:16](=[CH:17][C:18]([Cl:22])=[CH:19][CH:20]=4)[NH:15][C:14]3=[O:23])[CH:12]([C:24]3[CH:29]=[CH:28][CH:27]=[C:26]([Cl:30])[CH:25]=3)[CH2:11][C:10](=[O:31])[NH:9]2)[CH:7]=1.[OH-].[Na+].CO.Cl. Product: [Br:1][C:2]1[CH:3]=[CH:4][C:5]([O:32][C:33]2[CH:38]=[CH:37][C:36]([C:39]([OH:41])=[O:40])=[CH:35][CH:34]=2)=[C:6]([CH:8]2[C:13]3([C:21]4[C:16](=[CH:17][C:18]([Cl:22])=[CH:19][CH:20]=4)[NH:15][C:14]3=[O:23])[CH:12]([C:24]3[CH:29]=[CH:28][CH:27]=[C:26]([Cl:30])[CH:25]=3)[CH2:11][C:10](=[O:31])[NH:9]2)[CH:7]=1. The catalyst class is: 7.